This data is from Catalyst prediction with 721,799 reactions and 888 catalyst types from USPTO. The task is: Predict which catalyst facilitates the given reaction. (1) Reactant: N[C@@H:2](C(O)=O)[CH2:3][C:4]1[C:12]2[C:7](=[CH:8][CH:9]=[CH:10][CH:11]=2)[NH:6][CH:5]=1.[C:16](#[N:18])[CH3:17].[C:19](O)([C:21]([F:24])(F)F)=O.[N:26]([CH2:29][CH2:30][CH2:31][C:32]([O:34]C(C)(C)C)=[O:33])=[C:27]=[O:28].[CH2:39]1[CH2:43]O[CH2:41][CH2:40]1.[CH3:44][OH:45]. Product: [F:24][C:21]1[CH:19]=[CH:12][C:4]([CH2:5][N:6]2[C:7]3[CH:8]=[CH:9][CH:10]=[CH:11][C:43]=3[C:39]3[CH2:40][C@@H:41]4[C:27](=[O:28])[N:26]([CH2:29][CH2:30][CH2:31][C:32]([OH:34])=[O:33])[C:44](=[O:45])[N:18]4[CH2:16][C:17]2=3)=[CH:3][CH:2]=1. The catalyst class is: 81. (2) Reactant: [C:1]1([C:25]2[CH:30]=[CH:29][CH:28]=[CH:27][CH:26]=2)[CH:6]=[CH:5][C:4]([CH2:7][N:8]2[C:16](Cl)=[C:15]3[C:10]([N:11]([CH2:21][CH:22]([CH3:24])[CH3:23])[C:12](=[O:20])[N:13]([CH3:19])[C:14]3=[O:18])=[N:9]2)=[CH:3][CH:2]=1.[NH2:31][C@H:32]1[CH2:36][CH2:35][N:34](C(OC(C)(C)C)=O)[CH2:33]1.CC1(C)C2C(=C(P(C3C=CC=CC=3)C3C=CC=CC=3)C=CC=2)OC2C(P(C3C=CC=CC=3)C3C=CC=CC=3)=CC=CC1=2.C(O[K])(C)(C)C. Product: [C:1]1([C:25]2[CH:30]=[CH:29][CH:28]=[CH:27][CH:26]=2)[CH:6]=[CH:5][C:4]([CH2:7][N:8]2[C:16]([NH:31][C@H:32]3[CH2:36][CH2:35][NH:34][CH2:33]3)=[C:15]3[C:10]([N:11]([CH2:21][CH:22]([CH3:24])[CH3:23])[C:12](=[O:20])[N:13]([CH3:19])[C:14]3=[O:18])=[N:9]2)=[CH:3][CH:2]=1. The catalyst class is: 110. (3) Reactant: [C:1]([C:3]1[CH:8]=[C:7]([CH3:9])[CH:6]=[CH:5][C:4]=1[C:10]1[CH:15]=[C:14]([C:16]([O:18]C)=[O:17])[CH:13]=[C:12]([C:20]([O:22][CH2:23][CH3:24])=[O:21])[CH:11]=1)#[N:2].O1CCOCC1.[OH-].[Li+]. Product: [C:1]([C:3]1[CH:8]=[C:7]([CH3:9])[CH:6]=[CH:5][C:4]=1[C:10]1[CH:11]=[C:12]([C:20]([O:22][CH2:23][CH3:24])=[O:21])[CH:13]=[C:14]([C:16]([OH:18])=[O:17])[CH:15]=1)#[N:2]. The catalyst class is: 6. (4) Reactant: ClC1N=C(F)N=C2C=1NC=N2.C(N)[C:13]1[CH:18]=[CH:17]C=CC=1.N[CH2:21][C:22]1[CH:27]=C[CH:25]=[CH:24][N:23]=1.NCC1C=NC=CC=1.NCC1C=CN=CC=1. Product: [CH3:25][CH2:24][N:23]([CH:18]([CH3:17])[CH3:13])[CH:22]([CH3:27])[CH3:21]. The catalyst class is: 114. (5) Reactant: [NH2:1][C:2]1[CH:3]=[C:4]([CH:8]=[CH:9][C:10]=1[NH:11][CH3:12])[C:5]([OH:7])=[O:6].[CH:13](O)=O. Product: [CH3:12][N:11]1[C:10]2[CH:9]=[CH:8][C:4]([C:5]([OH:7])=[O:6])=[CH:3][C:2]=2[N:1]=[CH:13]1. The catalyst class is: 6. (6) Reactant: Br[C:2]1[O:6][C:5]([CH3:7])=[C:4]([CH:8]=[O:9])[CH:3]=1.[Cl:10][C:11]1[CH:16]=[CH:15][C:14](B(O)O)=[CH:13][N:12]=1.C(=O)([O-])[O-].[Na+].[Na+].COCCOC. Product: [Cl:10][C:11]1[N:12]=[CH:13][C:14]([C:2]2[O:6][C:5]([CH3:7])=[C:4]([CH:8]=[O:9])[CH:3]=2)=[CH:15][CH:16]=1. The catalyst class is: 103.